From a dataset of Full USPTO retrosynthesis dataset with 1.9M reactions from patents (1976-2016). Predict the reactants needed to synthesize the given product. (1) Given the product [F:1][C:2]1[CH:3]=[C:4]([CH:9]=[CH:10][C:11]=1[CH2:12][C:13]([C:15]1[CH:20]=[CH:19][C:18]([OH:21])=[CH:17][C:16]=1[F:23])=[O:14])[C:5]([OH:7])=[O:6].[F:1][C:2]1[CH:3]=[C:4]([CH:9]=[CH:10][C:11]=1[CH2:12][C:13]([C:15]1[CH:20]=[CH:19][C:18]([OH:21])=[CH:17][C:16]=1[F:23])=[O:14])[C:5]([O:7][CH3:8])=[O:6], predict the reactants needed to synthesize it. The reactants are: [F:1][C:2]1[CH:3]=[C:4]([CH:9]=[CH:10][C:11]=1[CH2:12][C:13]([C:15]1[CH:20]=[CH:19][C:18]([O:21]C)=[CH:17][C:16]=1[F:23])=[O:14])[C:5]([O:7][CH3:8])=[O:6].[Al+3].[Cl-].[Cl-].[Cl-]. (2) Given the product [Cl:1][C:2]1[CH:3]=[C:4]([C:12]2[S:16][N:15]=[C:14]([C:17]3[C:18]([CH3:26])=[C:19]([CH2:23][CH2:24][N:27]4[CH2:28][CH2:29][CH:30]([C:33]([OH:35])=[O:34])[CH2:31][CH2:32]4)[CH:20]=[CH:21][CH:22]=3)[N:13]=2)[CH:5]=[CH:6][C:7]=1[O:8][CH:9]([CH3:11])[CH3:10], predict the reactants needed to synthesize it. The reactants are: [Cl:1][C:2]1[CH:3]=[C:4]([C:12]2[S:16][N:15]=[C:14]([C:17]3[C:18]([CH3:26])=[C:19]([CH2:23][CH:24]=O)[CH:20]=[CH:21][CH:22]=3)[N:13]=2)[CH:5]=[CH:6][C:7]=1[O:8][CH:9]([CH3:11])[CH3:10].[NH:27]1[CH2:32][CH2:31][CH:30]([C:33]([O:35]CC)=[O:34])[CH2:29][CH2:28]1.CC(O)=O.C(O[BH-](OC(=O)C)OC(=O)C)(=O)C.[Na+].[OH-].[Na+].Cl.